The task is: Predict the reactants needed to synthesize the given product.. This data is from Full USPTO retrosynthesis dataset with 1.9M reactions from patents (1976-2016). (1) Given the product [Br:27][C:11]1[C:12]([NH2:14])=[N:13][C:8]([C:4]2[CH:5]=[CH:6][CH:7]=[C:2]([F:1])[CH:3]=2)=[C:9]([C:15]2[CH:20]=[CH:19][N:18]=[CH:17][CH:16]=2)[N:10]=1, predict the reactants needed to synthesize it. The reactants are: [F:1][C:2]1[CH:3]=[C:4]([C:8]2[N:13]=[C:12]([NH2:14])[CH:11]=[N:10][C:9]=2[C:15]2[CH:20]=[CH:19][N:18]=[CH:17][CH:16]=2)[CH:5]=[CH:6][CH:7]=1.N1C=CC=CC=1.[Br:27]Br. (2) Given the product [Si:9]([O:8][CH2:7][CH2:6][C:2]1[S:1][CH:5]=[CH:4][CH:3]=1)([C:12]([CH3:15])([CH3:14])[CH3:13])([CH3:11])[CH3:10], predict the reactants needed to synthesize it. The reactants are: [S:1]1[CH:5]=[CH:4][CH:3]=[C:2]1[CH2:6][CH2:7][OH:8].[Si:9](Cl)([C:12]([CH3:15])([CH3:14])[CH3:13])([CH3:11])[CH3:10].N1C=CN=C1. (3) Given the product [F:17][C:15]1[CH:16]=[C:11]([CH2:10][C@@H:9]([C:19]2[C:24]([C:25]3[CH:26]=[CH:27][C:28]([F:34])=[C:29]([CH:33]=3)[C:30]([NH2:32])=[O:31])=[CH:23][CH:22]=[CH:21][N:20]=2)[NH:8][C:48](=[O:49])[CH2:47][N:40]2[C:41]3[CH2:42][CH2:43][CH2:44][CH2:45][C:46]=3[C:38]([O:37][CH2:35][CH3:36])=[N:39]2)[CH:12]=[C:13]([F:18])[CH:14]=1, predict the reactants needed to synthesize it. The reactants are: FC(F)(F)C(O)=O.[NH2:8][C@H:9]([C:19]1[C:24]([C:25]2[CH:26]=[CH:27][C:28]([F:34])=[C:29]([CH:33]=2)[C:30]([NH2:32])=[O:31])=[CH:23][CH:22]=[CH:21][N:20]=1)[CH2:10][C:11]1[CH:16]=[C:15]([F:17])[CH:14]=[C:13]([F:18])[CH:12]=1.[CH2:35]([O:37][C:38]1[C:46]2[CH2:45][CH2:44][CH2:43][CH2:42][C:41]=2[N:40]([CH2:47][C:48](O)=[O:49])[N:39]=1)[CH3:36]. (4) Given the product [C:14]([C:11]1[N:12]([CH3:13])[C:8]([C:5]2[CH:6]=[CH:7][C:2]([NH:1][S:23]([CH:20]([CH3:22])[CH3:21])(=[O:25])=[O:24])=[CH:3][C:4]=2[C:16]([F:19])([F:17])[F:18])=[CH:9][CH:10]=1)#[N:15], predict the reactants needed to synthesize it. The reactants are: [NH2:1][C:2]1[CH:7]=[CH:6][C:5]([C:8]2[N:12]([CH3:13])[C:11]([C:14]#[N:15])=[CH:10][CH:9]=2)=[C:4]([C:16]([F:19])([F:18])[F:17])[CH:3]=1.[CH:20]([S:23](Cl)(=[O:25])=[O:24])([CH3:22])[CH3:21].N1C=CC=CC=1. (5) Given the product [CH:1]1([C:10]2[CH:17]=[CH:16][CH:15]=[CH:14][C:11]=2[CH2:12][NH:18][C:19]2[CH:24]=[CH:23][CH:22]=[CH:21][CH:20]=2)[C:9]2[C:4](=[CH:5][CH:6]=[CH:7][CH:8]=2)[CH:3]=[CH:2]1, predict the reactants needed to synthesize it. The reactants are: [CH:1]1([C:10]2[CH:17]=[CH:16][CH:15]=[CH:14][C:11]=2[CH:12]=O)[C:9]2[C:4](=[CH:5][CH:6]=[CH:7][CH:8]=2)[CH:3]=[CH:2]1.[NH2:18][C:19]1[CH:24]=[CH:23][CH:22]=[CH:21][CH:20]=1.[BH4-].[Na+].O. (6) The reactants are: Cl.C(OC(=O)[N:8]([CH2:36][CH2:37][C:38]1[CH:43]=[CH:42][CH:41]=[CH:40][CH:39]=1)[C@H:9]([C:11]1[CH:16]=[CH:15][CH:14]=[C:13]([CH2:17][O:18][C:19]2[C:28]3[C:23](=[CH:24][CH:25]=[CH:26][CH:27]=3)[C:22]3=[N:29][N:30]=[C:31]([C:32]([F:35])([F:34])[F:33])[N:21]3[N:20]=2)[N:12]=1)[CH3:10])(C)(C)C. Given the product [CH2:36]([NH:8][C@H:9]([C:11]1[CH:16]=[CH:15][CH:14]=[C:13]([CH2:17][O:18][C:19]2[C:28]3[C:23](=[CH:24][CH:25]=[CH:26][CH:27]=3)[C:22]3=[N:29][N:30]=[C:31]([C:32]([F:34])([F:35])[F:33])[N:21]3[N:20]=2)[N:12]=1)[CH3:10])[CH2:37][C:38]1[CH:43]=[CH:42][CH:41]=[CH:40][CH:39]=1, predict the reactants needed to synthesize it. (7) The reactants are: [CH2:1]([O:3][C:4](=[O:12])[CH2:5][C:6](=[O:11])[C:7]([F:10])([F:9])[F:8])[CH3:2].FC(F)(F)C(=O)CC(O)=O.[CH:23](OCC)(OCC)[O:24][CH2:25][CH3:26].C(OC(=O)C)(=O)C. Given the product [CH2:25]([O:24][CH:23]=[C:5]([C:6](=[O:11])[C:7]([F:10])([F:8])[F:9])[C:4]([O:3][CH2:1][CH3:2])=[O:12])[CH3:26], predict the reactants needed to synthesize it.